This data is from Full USPTO retrosynthesis dataset with 1.9M reactions from patents (1976-2016). The task is: Predict the reactants needed to synthesize the given product. (1) Given the product [CH2:13]([N:15]([CH:28]1[CH2:33][CH2:32][CH2:31][C:30]([OH:34])([C:2]2[CH:3]=[N:4][CH:5]=[CH:6][CH:7]=2)[CH2:29]1)[C:16]1[CH:23]=[CH:22][C:19]([C:20]#[N:21])=[C:18]([C:24]([F:25])([F:26])[F:27])[CH:17]=1)[CH3:14], predict the reactants needed to synthesize it. The reactants are: Br[C:2]1[CH:3]=[N:4][CH:5]=[CH:6][CH:7]=1.[Li]CCCC.[CH2:13]([N:15]([CH:28]1[CH2:33][CH2:32][CH2:31][C:30](=[O:34])[CH2:29]1)[C:16]1[CH:23]=[CH:22][C:19]([C:20]#[N:21])=[C:18]([C:24]([F:27])([F:26])[F:25])[CH:17]=1)[CH3:14]. (2) Given the product [NH2:21][C:6]1[CH:5]=[C:4]([C:1]([OH:3])=[O:2])[CH:9]=[CH:8][C:7]=1[S:10][C:11]1[CH:19]=[CH:18][C:17]([Cl:20])=[CH:16][C:12]=1[C:13]([OH:15])=[O:14], predict the reactants needed to synthesize it. The reactants are: [C:1]([C:4]1[CH:9]=[CH:8][C:7]([S:10][C:11]2[CH:19]=[CH:18][C:17]([Cl:20])=[CH:16][C:12]=2[C:13]([OH:15])=[O:14])=[C:6]([N+:21]([O-])=O)[CH:5]=1)([OH:3])=[O:2].C(=O)([O-])[O-].[K+].[K+].S(S([O-])=O)([O-])=O.[Na+].[Na+]. (3) Given the product [OH:9][CH2:10][C@:11]12[CH2:49][CH2:48][C@@H:47]([C:50]([CH3:52])=[CH2:51])[C@@H:12]1[C@@H:13]1[C@@:26]([CH3:29])([CH2:27][CH2:28]2)[C@@:25]2([CH3:30])[C@@H:16]([C@:17]3([CH3:46])[C@@H:22]([CH2:23][CH2:24]2)[C:21]([CH3:32])([CH3:31])[C:20]([C:33]2[CH:45]=[CH:44][C:36]([C:37]([OH:39])=[O:38])=[CH:35][CH:34]=2)=[CH:19][CH2:18]3)[CH2:15][CH2:14]1, predict the reactants needed to synthesize it. The reactants are: C([O:9][CH2:10][C@:11]12[CH2:49][CH2:48][C@@H:47]([C:50]([CH3:52])=[CH2:51])[C@@H:12]1[C@@H:13]1[C@@:26]([CH3:29])([CH2:27][CH2:28]2)[C@@:25]2([CH3:30])[C@@H:16]([C@:17]3([CH3:46])[C@@H:22]([CH2:23][CH2:24]2)[C:21]([CH3:32])([CH3:31])[C:20]([C:33]2[CH:45]=[CH:44][C:36]([C:37]([O:39]C(C)(C)C)=[O:38])=[CH:35][CH:34]=2)=[CH:19][CH2:18]3)[CH2:15][CH2:14]1)(=O)C1C=CC=CC=1.[OH-].[Li+]. (4) Given the product [CH3:11][O:10][C:4]1[CH:3]=[C:2]([C:17]2[CH:18]=[CH:19][C:14]([C:12]#[N:13])=[CH:15][CH:16]=2)[N:7]=[N:6][C:5]=1[O:8][CH3:9], predict the reactants needed to synthesize it. The reactants are: Cl[C:2]1[N:7]=[N:6][C:5]([O:8][CH3:9])=[C:4]([O:10][CH3:11])[CH:3]=1.[C:12]([C:14]1[CH:19]=[CH:18][C:17](B(O)O)=[CH:16][CH:15]=1)#[N:13].C([O-])([O-])=O.[Na+].[Na+]. (5) Given the product [OH:7][C:3]1([C:13]2[CH:14]=[CH:15][C:8]([OH:9])=[CH:10][C:11]=2[OH:12])[CH2:4][CH2:5][CH2:6][O:1][CH2:2]1, predict the reactants needed to synthesize it. The reactants are: [O:1]1[CH2:6][CH2:5][CH2:4][C:3](=[O:7])[CH2:2]1.[C:8]1([CH:15]=[CH:14][CH:13]=[C:11]([OH:12])[CH:10]=1)[OH:9].[OH-].[Na+].Cl.[Cl-].[Na+]. (6) Given the product [ClH:1].[N:17]12[CH2:18][CH2:19][CH:20]([CH2:21][CH2:22]1)[C@@H:15]([NH:14][C:12]([C:10]1[S:11][C:7]3[CH:6]=[C:5]([C:4]4[N:3]=[C:29]([C:30]5[CH:35]=[CH:34][CH:33]=[CH:32][CH:31]=5)[O:26][N:25]=4)[CH:24]=[CH:23][C:8]=3[CH:9]=1)=[O:13])[CH2:16]2, predict the reactants needed to synthesize it. The reactants are: [ClH:1].Cl.[NH2:3]/[C:4](=[N:25]\[OH:26])/[C:5]1[CH:24]=[CH:23][C:8]2[CH:9]=[C:10]([C:12]([NH:14][C@@H:15]3[CH:20]4[CH2:21][CH2:22][N:17]([CH2:18][CH2:19]4)[CH2:16]3)=[O:13])[S:11][C:7]=2[CH:6]=1.[H-].[Na+].[C:29](OC)(=O)[C:30]1[CH:35]=[CH:34][CH:33]=[CH:32][CH:31]=1.O.